This data is from Full USPTO retrosynthesis dataset with 1.9M reactions from patents (1976-2016). The task is: Predict the reactants needed to synthesize the given product. (1) Given the product [NH2:9][CH:8]([C:10]1[CH:15]=[CH:14][CH:13]=[CH:12][CH:11]=1)[C:5]1[CH:6]=[CH:7][C:2]([P:16](=[O:23])([O:20][CH2:21][CH3:22])[O:17][CH2:18][CH3:19])=[CH:3][CH:4]=1, predict the reactants needed to synthesize it. The reactants are: Br[C:2]1[CH:7]=[CH:6][C:5]([CH:8]([C:10]2[CH:15]=[CH:14][CH:13]=[CH:12][CH:11]=2)[NH2:9])=[CH:4][CH:3]=1.[P:16]([O-:23])([O:20][CH2:21][CH3:22])[O:17][CH2:18][CH3:19].CCN(CC)CC. (2) Given the product [O:1]=[C:2]1[NH:7][C:6]2[CH:8]=[CH:9][CH:10]=[C:11]([CH:12]=[O:13])[C:5]=2[O:4][CH2:3]1, predict the reactants needed to synthesize it. The reactants are: [O:1]=[C:2]1[NH:7][C:6]2[CH:8]=[CH:9][CH:10]=[C:11]([C:12](O)=[O:13])[C:5]=2[O:4][CH2:3]1.COCN.C(N(C(C)C)CC)(C)C.CCCP(=O)=O.[H-].C([Al+]CC(C)C)C(C)C. (3) Given the product [CH2:12]([C:3]1([C:7]([O:9][CH2:10][CH3:11])=[O:8])[CH2:4][CH2:5][CH2:6][CH:2]1[O:1][C:23](=[O:24])[C:22]1[CH:26]=[CH:27][CH:28]=[C:20]([CH3:19])[CH:21]=1)[CH:13]([CH3:14])[CH3:15], predict the reactants needed to synthesize it. The reactants are: [OH:1][CH:2]1[CH2:6][CH2:5][CH2:4][C:3]1([CH2:12][CH:13]([CH3:15])[CH3:14])[C:7]([O:9][CH2:10][CH3:11])=[O:8].C(Cl)Cl.[CH3:19][C:20]1[CH:21]=[C:22]([CH:26]=[CH:27][CH:28]=1)[C:23](Cl)=[O:24]. (4) Given the product [CH3:23][N:24]1[CH2:29][CH2:28][N:27]([CH2:2][C:3]2[CH:8]=[CH:7][C:6]([N+:9]([O-:11])=[O:10])=[CH:5][C:4]=2[C:12]([F:15])([F:14])[F:13])[CH2:26][CH2:25]1, predict the reactants needed to synthesize it. The reactants are: Br[CH2:2][C:3]1[CH:8]=[CH:7][C:6]([N+:9]([O-:11])=[O:10])=[CH:5][C:4]=1[C:12]([F:15])([F:14])[F:13].CCN(CC)CC.[CH3:23][N:24]1[CH2:29][CH2:28][NH:27][CH2:26][CH2:25]1.C([O-])(O)=O.[Na+].